This data is from Experimentally validated miRNA-target interactions with 360,000+ pairs, plus equal number of negative samples. The task is: Binary Classification. Given a miRNA mature sequence and a target amino acid sequence, predict their likelihood of interaction. (1) Result: 1 (interaction). The protein sequence of the target gene is MAGKLKPLNVEAPEATEEAEGQAKSLKTEDLLAMVIKLQKEGSLEPQIEDLISRINDLQQAKKKSSEELRETHSLWEALHRELDSLNGEKVHLEEVLGKKQEALRILQMHCQEKESEAQRLDVRGQLEDLMGQHKDLWEFHMLEQRLAREIRALERSKEQLLSERRLVRAKLREVERRLHSPPEVEGAMAVNDGLKAELEIFGEQVRSAPEVGAGEGEAGPELPRARDEEDPEPPVAAPDAL. The miRNA is hsa-miR-4747-5p with sequence AGGGAAGGAGGCUUGGUCUUAG. (2) The miRNA is hsa-miR-22-5p with sequence AGUUCUUCAGUGGCAAGCUUUA. The protein sequence of the target gene is MAASELYTKFARVWIPDPEEVWKSAELLKDYKPGDKVLLLHLEEGKDLEYHLDPKTKELPHLRNPDILVGENDLTALSYLHEPAVLHNLRVRFIDSKLIYTYCGIVLVAINPYEQLPIYGEDIINAYSGQNMGDMDPHIFAVAEEAYKQMARDERNQSIIVSGESGAGKTVSAKYAMRYFATVSGSASEANVEEKVLASNPIMESIGNAKTTRNDNSSRFGKYIEIGFDKRYRIIGANMRTYLLEKSRVVFQAEEERNYHIFYQLCASAKLPEFKMLRLGNADNFNYTKQGGSPVIEGVD.... Result: 0 (no interaction).